Dataset: Reaction yield outcomes from USPTO patents with 853,638 reactions. Task: Predict the reaction yield, written as a fraction of the theoretical maximum amount of product (1.0 means a 100% yield; for example, 0.34 means a 34% yield). The reactants are [CH2:1]([O:3][C:4](=[O:23])[CH2:5][CH2:6][C:7]1[CH:12]=[CH:11][C:10]([O:13][C:14]2[CH:19]=[C:18]([OH:20])[CH:17]=[CH:16][C:15]=2[CH3:21])=[CH:9][C:8]=1[CH3:22])[CH3:2].[Br:24][C:25]1[CH:26]=[C:27]([C:32]([F:35])([F:34])[F:33])[CH:28]=[CH:29][C:30]=1F.C(=O)([O-])[O-].[K+].[K+].Cl. The catalyst is CS(C)=O.O. The product is [CH2:1]([O:3][C:4](=[O:23])[CH2:5][CH2:6][C:7]1[CH:12]=[CH:11][C:10]([O:13][C:14]2[CH:19]=[C:18]([O:20][C:30]3[CH:29]=[CH:28][C:27]([C:32]([F:35])([F:34])[F:33])=[CH:26][C:25]=3[Br:24])[CH:17]=[CH:16][C:15]=2[CH3:21])=[CH:9][C:8]=1[CH3:22])[CH3:2]. The yield is 0.810.